Dataset: NCI-60 drug combinations with 297,098 pairs across 59 cell lines. Task: Regression. Given two drug SMILES strings and cell line genomic features, predict the synergy score measuring deviation from expected non-interaction effect. (1) Drug 1: CNC(=O)C1=CC=CC=C1SC2=CC3=C(C=C2)C(=NN3)C=CC4=CC=CC=N4. Drug 2: CC12CCC3C(C1CCC2=O)CC(=C)C4=CC(=O)C=CC34C. Cell line: SK-OV-3. Synergy scores: CSS=17.3, Synergy_ZIP=3.54, Synergy_Bliss=1.52, Synergy_Loewe=-1.06, Synergy_HSA=0.114. (2) Drug 1: CN(C)C1=NC(=NC(=N1)N(C)C)N(C)C. Drug 2: C1CNP(=O)(OC1)N(CCCl)CCCl. Cell line: SK-MEL-5. Synergy scores: CSS=-4.83, Synergy_ZIP=0.539, Synergy_Bliss=-2.77, Synergy_Loewe=-6.75, Synergy_HSA=-7.77. (3) Drug 1: C1C(C(OC1N2C=NC3=C(N=C(N=C32)Cl)N)CO)O. Drug 2: C1=CC=C(C=C1)NC(=O)CCCCCCC(=O)NO. Cell line: NCI-H460. Synergy scores: CSS=13.5, Synergy_ZIP=-3.69, Synergy_Bliss=0.118, Synergy_Loewe=-6.68, Synergy_HSA=-2.31. (4) Drug 1: CC1=C2C(C(=O)C3(C(CC4C(C3C(C(C2(C)C)(CC1OC(=O)C(C(C5=CC=CC=C5)NC(=O)OC(C)(C)C)O)O)OC(=O)C6=CC=CC=C6)(CO4)OC(=O)C)OC)C)OC. Drug 2: CCC1=C2CN3C(=CC4=C(C3=O)COC(=O)C4(CC)O)C2=NC5=C1C=C(C=C5)O. Cell line: UO-31. Synergy scores: CSS=49.6, Synergy_ZIP=-4.28, Synergy_Bliss=1.74, Synergy_Loewe=5.97, Synergy_HSA=7.38. (5) Drug 1: CCN(CC)CCNC(=O)C1=C(NC(=C1C)C=C2C3=C(C=CC(=C3)F)NC2=O)C. Drug 2: CC12CCC3C(C1CCC2OP(=O)(O)O)CCC4=C3C=CC(=C4)OC(=O)N(CCCl)CCCl.[Na+]. Cell line: NCI-H460. Synergy scores: CSS=3.89, Synergy_ZIP=-8.11, Synergy_Bliss=-14.7, Synergy_Loewe=-8.54, Synergy_HSA=-12.3. (6) Synergy scores: CSS=18.1, Synergy_ZIP=-3.11, Synergy_Bliss=-4.08, Synergy_Loewe=-28.0, Synergy_HSA=-9.90. Drug 2: C1CN1P(=S)(N2CC2)N3CC3. Cell line: RPMI-8226. Drug 1: CS(=O)(=O)C1=CC(=C(C=C1)C(=O)NC2=CC(=C(C=C2)Cl)C3=CC=CC=N3)Cl. (7) Drug 2: CC1=C(C(=CC=C1)Cl)NC(=O)C2=CN=C(S2)NC3=CC(=NC(=N3)C)N4CCN(CC4)CCO. Synergy scores: CSS=0.613, Synergy_ZIP=8.09, Synergy_Bliss=4.09, Synergy_Loewe=1.80, Synergy_HSA=1.02. Cell line: RPMI-8226. Drug 1: CC1=CC=C(C=C1)C2=CC(=NN2C3=CC=C(C=C3)S(=O)(=O)N)C(F)(F)F. (8) Drug 1: CC1=C2C(C(=O)C3(C(CC4C(C3C(C(C2(C)C)(CC1OC(=O)C(C(C5=CC=CC=C5)NC(=O)C6=CC=CC=C6)O)O)OC(=O)C7=CC=CC=C7)(CO4)OC(=O)C)O)C)OC(=O)C. Drug 2: N.N.Cl[Pt+2]Cl. Cell line: HCT116. Synergy scores: CSS=73.7, Synergy_ZIP=-0.345, Synergy_Bliss=-1.22, Synergy_Loewe=-8.54, Synergy_HSA=1.10. (9) Drug 1: CC1=C2C(C(=O)C3(C(CC4C(C3C(C(C2(C)C)(CC1OC(=O)C(C(C5=CC=CC=C5)NC(=O)C6=CC=CC=C6)O)O)OC(=O)C7=CC=CC=C7)(CO4)OC(=O)C)O)C)OC(=O)C. Drug 2: C(CCl)NC(=O)N(CCCl)N=O. Cell line: UACC62. Synergy scores: CSS=50.9, Synergy_ZIP=-7.63, Synergy_Bliss=-5.51, Synergy_Loewe=-26.7, Synergy_HSA=-2.21. (10) Cell line: SW-620. Synergy scores: CSS=15.4, Synergy_ZIP=-3.43, Synergy_Bliss=1.45, Synergy_Loewe=-25.7, Synergy_HSA=1.57. Drug 2: C(CN)CNCCSP(=O)(O)O. Drug 1: COC1=CC(=CC(=C1O)OC)C2C3C(COC3=O)C(C4=CC5=C(C=C24)OCO5)OC6C(C(C7C(O6)COC(O7)C8=CC=CS8)O)O.